Dataset: Forward reaction prediction with 1.9M reactions from USPTO patents (1976-2016). Task: Predict the product of the given reaction. Given the reactants [CH3:1][N:2]1[CH:6]=[CH:5][CH:4]=[N:3]1.CN(C)CCN(C)C.C([Li])CCC.[C:20]1(=[O:26])[CH2:25][CH2:24][CH2:23][CH2:22][CH2:21]1, predict the reaction product. The product is: [CH3:1][N:2]1[C:6]([C:20]2([OH:26])[CH2:25][CH2:24][CH2:23][CH2:22][CH2:21]2)=[CH:5][CH:4]=[N:3]1.